This data is from NCI-60 drug combinations with 297,098 pairs across 59 cell lines. The task is: Regression. Given two drug SMILES strings and cell line genomic features, predict the synergy score measuring deviation from expected non-interaction effect. (1) Drug 1: C#CCC(CC1=CN=C2C(=N1)C(=NC(=N2)N)N)C3=CC=C(C=C3)C(=O)NC(CCC(=O)O)C(=O)O. Drug 2: CC(C)NC(=O)C1=CC=C(C=C1)CNNC.Cl. Cell line: A498. Synergy scores: CSS=0.0725, Synergy_ZIP=-0.0896, Synergy_Bliss=-1.18, Synergy_Loewe=-3.37, Synergy_HSA=-3.37. (2) Drug 1: CN1CCC(CC1)COC2=C(C=C3C(=C2)N=CN=C3NC4=C(C=C(C=C4)Br)F)OC. Drug 2: CCC1(CC2CC(C3=C(CCN(C2)C1)C4=CC=CC=C4N3)(C5=C(C=C6C(=C5)C78CCN9C7C(C=CC9)(C(C(C8N6C=O)(C(=O)OC)O)OC(=O)C)CC)OC)C(=O)OC)O.OS(=O)(=O)O. Synergy scores: CSS=24.8, Synergy_ZIP=-3.54, Synergy_Bliss=4.85, Synergy_Loewe=2.61, Synergy_HSA=5.51. Cell line: SK-OV-3. (3) Drug 1: COC1=NC(=NC2=C1N=CN2C3C(C(C(O3)CO)O)O)N. Drug 2: CC12CCC3C(C1CCC2OP(=O)(O)O)CCC4=C3C=CC(=C4)OC(=O)N(CCCl)CCCl.[Na+]. Cell line: OVCAR-5. Synergy scores: CSS=14.0, Synergy_ZIP=-1.93, Synergy_Bliss=4.86, Synergy_Loewe=-11.1, Synergy_HSA=-0.349. (4) Drug 1: CN(C)C(=N)N=C(N)N. Drug 2: CC1(CCCN1)C2=NC3=C(C=CC=C3N2)C(=O)N. Cell line: HT29. Synergy scores: CSS=2.72, Synergy_ZIP=3.08, Synergy_Bliss=2.97, Synergy_Loewe=-1.70, Synergy_HSA=-1.19.